From a dataset of Full USPTO retrosynthesis dataset with 1.9M reactions from patents (1976-2016). Predict the reactants needed to synthesize the given product. Given the product [OH:4][CH2:5][C@@H:6]1[C@@H:11]([OH:12])[C@H:10]([OH:16])[C@H:9]([OH:20])[C@@H:8]([C:24]2[CH:33]=[CH:32][CH:31]=[C:26]([C:27]3[CH:52]=[CH:51][C:50]4[C:45](=[CH:46][CH:47]=[C:48]([C:53]5[O:54][C:55]([CH3:58])=[N:56][N:57]=5)[CH:49]=4)[CH:28]=3)[CH:25]=2)[O:7]1, predict the reactants needed to synthesize it. The reactants are: C([O:4][CH2:5][C@@H:6]1[C@@H:11]([O:12]C(=O)C)[C@H:10]([O:16]C(=O)C)[C@H:9]([O:20]C(=O)C)[C@@H:8]([C:24]2[CH:33]=[CH:32][C:31]3[C:26](=[CH:27][CH:28]=C(OS(C(F)(F)F)(=O)=O)C=3)[CH:25]=2)[O:7]1)(=O)C.BrC1C=[C:45]2[C:50](=[CH:51][CH:52]=1)[CH:49]=[C:48]([C:53]1[O:54][C:55]([CH3:58])=[N:56][N:57]=1)[CH:47]=[CH:46]2.